Dataset: Full USPTO retrosynthesis dataset with 1.9M reactions from patents (1976-2016). Task: Predict the reactants needed to synthesize the given product. Given the product [CH2:6]([C:8]([C:11]1[CH:16]=[CH:15][C:14]([C:17]#[C:18][C:28]2([OH:35])[CH2:34][CH2:33][CH2:32][CH2:31][CH2:30][CH2:29]2)=[C:13]([CH3:19])[CH:12]=1)([C:20]1[CH:25]=[CH:24][C:23]([OH:26])=[C:22]([CH3:27])[CH:21]=1)[CH2:9][CH3:10])[CH3:7], predict the reactants needed to synthesize it. The reactants are: C([Li])CCC.[CH2:6]([C:8]([C:20]1[CH:25]=[CH:24][C:23]([OH:26])=[C:22]([CH3:27])[CH:21]=1)([C:11]1[CH:16]=[CH:15][C:14]([C:17]#[CH:18])=[C:13]([CH3:19])[CH:12]=1)[CH2:9][CH3:10])[CH3:7].[C:28]1(=[O:35])[CH2:34][CH2:33][CH2:32][CH2:31][CH2:30][CH2:29]1.[Cl-].[NH4+].